From a dataset of Catalyst prediction with 721,799 reactions and 888 catalyst types from USPTO. Predict which catalyst facilitates the given reaction. (1) Reactant: [CH3:1][CH2:2][CH2:3][C@H:4]([NH:8][C:9]([O:11][C:12]([CH3:15])([CH3:14])[CH3:13])=[O:10])[C:5](O)=O.CN1CCOCC1.ClC(OCC(C)C)=O.[Br:31][C:32]1[CH:33]=[C:34]([NH2:39])[C:35]([NH2:38])=[CH:36][CH:37]=1.C(O)(=O)C. Product: [Br:31][C:32]1[CH:37]=[CH:36][C:35]2[NH:38][C:5]([C@@H:4]([NH:8][C:9](=[O:10])[O:11][C:12]([CH3:15])([CH3:14])[CH3:13])[CH2:3][CH2:2][CH3:1])=[N:39][C:34]=2[CH:33]=1. The catalyst class is: 10. (2) Product: [OH:3][C@@H:4]([CH2:20][N:21]([C:26]1[CH:31]=[CH:30][C:29]([O:32][C:34]([CH3:39])([C:35](=[O:36])[NH2:37])[CH3:38])=[CH:28][CH:27]=1)[CH2:22][CH:23]([CH3:25])[CH3:24])[CH2:5][O:6][C:7]1[C:19]2[C:18]3[C:13](=[CH:14][CH:15]=[CH:16][CH:17]=3)[NH:12][C:11]=2[CH:10]=[CH:9][CH:8]=1. Reactant: [H-].[Na+].[OH:3][C@@H:4]([CH2:20][N:21]([C:26]1[CH:31]=[CH:30][C:29]([OH:32])=[CH:28][CH:27]=1)[CH2:22][CH:23]([CH3:25])[CH3:24])[CH2:5][O:6][C:7]1[C:19]2[C:18]3[C:13](=[CH:14][CH:15]=[CH:16][CH:17]=3)[NH:12][C:11]=2[CH:10]=[CH:9][CH:8]=1.Br[C:34]([CH3:39])([CH3:38])[C:35]([NH2:37])=[O:36]. The catalyst class is: 12. (3) Reactant: Cl[C:2]1[C:11]2=[N:12][N:13](CC3C=CC(OC)=CC=3)[CH:14]=[C:10]2[C:9]2[CH:8]=[C:7]([O:24][CH3:25])[CH:6]=[CH:5][C:4]=2[N:3]=1.C(OC(=O)[NH:32][CH2:33][C:34]1[CH:39]=[CH:38][C:37]([NH2:40])=[CH:36][CH:35]=1)(C)(C)C.Cl. Product: [NH2:32][CH2:33][C:34]1[CH:39]=[CH:38][C:37]([NH:40][C:2]2[C:11]3[NH:12][N:13]=[CH:14][C:10]=3[C:9]3[CH:8]=[C:7]([O:24][CH3:25])[CH:6]=[CH:5][C:4]=3[N:3]=2)=[CH:36][CH:35]=1. The catalyst class is: 71. (4) Reactant: [C@H:1]1([NH:10][C:11]2[C:12]3[CH:19]=[CH:18][N:17]([C@H:20]4[CH2:24][C@H:23]([OH:25])[C@H:22]([CH2:26][OH:27])[CH2:21]4)[C:13]=3[N:14]=[CH:15][N:16]=2)[C:9]2[C:4](=[CH:5][CH:6]=[CH:7][CH:8]=2)[CH2:3][CH2:2]1.C(C1C=C(C)C=C(C(C)(C)C)N=1)(C)(C)C.[C:43]([O:47][C:48](=[O:54])[NH:49][S:50](Cl)(=[O:52])=[O:51])([CH3:46])([CH3:45])[CH3:44]. Product: [C@H:1]1([NH:10][C:11]2[C:12]3[CH:19]=[CH:18][N:17]([C@@H:20]4[CH2:21][C@@H:22]([CH2:26][O:27][S:50]([NH:49][C:48](=[O:54])[O:47][C:43]([CH3:45])([CH3:44])[CH3:46])(=[O:51])=[O:52])[C@@H:23]([OH:25])[CH2:24]4)[C:13]=3[N:14]=[CH:15][N:16]=2)[C:9]2[C:4](=[CH:5][CH:6]=[CH:7][CH:8]=2)[CH2:3][CH2:2]1. The catalyst class is: 751. (5) Reactant: [C:1]([O:5][C:6](=[O:49])[NH:7][CH:8]([C:21](=[O:48])[N:22]([CH:34]([C:36]1[NH:37][CH:38]=[C:39]([C:41]2[CH:46]=[CH:45][CH:44]=[CH:43][C:42]=2Br)[N:40]=1)[CH3:35])[CH2:23][C:24]1[CH:29]=[CH:28][C:27]([O:30][CH3:31])=[C:26]([O:32][CH3:33])[CH:25]=1)[CH2:9][C:10]1[C:15]([CH3:16])=[CH:14][C:13]([C:17](=[O:19])[NH2:18])=[CH:12][C:11]=1[CH3:20])([CH3:4])([CH3:3])[CH3:2].[CH3:50][N:51](C=O)C. Product: [C:1]([O:5][C:6](=[O:49])[NH:7][CH:8]([C:21](=[O:48])[N:22]([CH:34]([C:36]1[NH:37][CH:38]=[C:39]([C:41]2[CH:46]=[CH:45][CH:44]=[CH:43][C:42]=2[C:50]#[N:51])[N:40]=1)[CH3:35])[CH2:23][C:24]1[CH:29]=[CH:28][C:27]([O:30][CH3:31])=[C:26]([O:32][CH3:33])[CH:25]=1)[CH2:9][C:10]1[C:15]([CH3:16])=[CH:14][C:13]([C:17](=[O:19])[NH2:18])=[CH:12][C:11]=1[CH3:20])([CH3:4])([CH3:3])[CH3:2]. The catalyst class is: 380. (6) Reactant: [C:1]([C:5]1[CH:6]=[C:7]([CH2:16][C:17]#[N:18])[CH:8]=[C:9]([C:12]([CH3:15])([CH3:14])[CH3:13])[C:10]=1[OH:11])([CH3:4])([CH3:3])[CH3:2].[H-].[H-].[H-].[H-].[Li+].[Al+3].[OH-].[Na+]. Product: [C:12]([C:9]1[CH:8]=[C:7]([CH2:16][CH2:17][NH2:18])[CH:6]=[C:5]([C:1]([CH3:4])([CH3:3])[CH3:2])[C:10]=1[OH:11])([CH3:15])([CH3:14])[CH3:13]. The catalyst class is: 27.